Dataset: Catalyst prediction with 721,799 reactions and 888 catalyst types from USPTO. Task: Predict which catalyst facilitates the given reaction. Reactant: Br[C:2]1C=C[C:5](O)=[C:6]([C:8]2[CH:17]=[CH:16][C:15]3[C:10](=[CH:11][CH:12]=[C:13]([C:18]4[N:22]([CH:23]5[CH2:28][CH2:27][CH2:26][CH2:25][CH2:24]5)[C:21]5[CH:29]=[CH:30][C:31]([C:33]([OH:35])=[O:34])=[CH:32][C:20]=5[N:19]=4)[CH:14]=3)[N:9]=2)[CH:7]=1.C(OC(C1C=CC2[N:46](C3CCCCC3)C(C3C=CC(N)=C(C=O)C=3)=NC=2C=1)=O)C.N1C=CC(C(=O)C)=C1.[OH-].[K+]. Product: [CH:23]1([N:22]2[C:21]3[CH:29]=[CH:30][C:31]([C:33]([OH:35])=[O:34])=[CH:32][C:20]=3[N:19]=[C:18]2[C:13]2[CH:14]=[C:15]3[C:10](=[CH:11][CH:12]=2)[N:9]=[C:8]([C:6]2[CH:7]=[CH:2][NH:46][CH:5]=2)[CH:17]=[CH:16]3)[CH2:24][CH2:25][CH2:26][CH2:27][CH2:28]1. The catalyst class is: 8.